From a dataset of Peptide-MHC class I binding affinity with 185,985 pairs from IEDB/IMGT. Regression. Given a peptide amino acid sequence and an MHC pseudo amino acid sequence, predict their binding affinity value. This is MHC class I binding data. The peptide sequence is YMYDFKDL. The MHC is H-2-Kb with pseudo-sequence H-2-Kb. The binding affinity (normalized) is 0.574.